Dataset: Reaction yield outcomes from USPTO patents with 853,638 reactions. Task: Predict the reaction yield, written as a fraction of the theoretical maximum amount of product (1.0 means a 100% yield; for example, 0.34 means a 34% yield). (1) The reactants are [CH3:1][O:2][C:3]1[CH:11]=[C:10]([N+:12]([O-:14])=[O:13])[CH:9]=[CH:8][C:4]=1[C:5]([OH:7])=[O:6].[C:15](=O)([O-])[O-].[K+].[K+].IC. No catalyst specified. The product is [CH3:1][O:2][C:3]1[CH:11]=[C:10]([N+:12]([O-:14])=[O:13])[CH:9]=[CH:8][C:4]=1[C:5]([O:7][CH3:15])=[O:6]. The yield is 0.770. (2) The reactants are O[CH2:2][CH2:3][N:4]1[CH2:9][CH2:8][N:7]([CH2:10][C:11]([NH:13][C:14]2[C:15]([S:23][CH3:24])=[N:16][C:17]([CH3:22])=[CH:18][C:19]=2[S:20][CH3:21])=[O:12])[CH2:6][CH2:5]1.C(N(CC)CC)C.CS(Cl)(=O)=O.[SH:37][C:38]1[NH:39][C:40]2[CH:46]=[CH:45][CH:44]=[CH:43][C:41]=2[N:42]=1.C(=O)([O-])[O-].[K+].[K+].C1OCCOCCOCCOCCOCCOC1. The catalyst is O1CCCC1.CN(C)C1C=CN=CC=1. The product is [N:39]1[C:40]2[CH:46]=[CH:45][CH:44]=[CH:43][C:41]=2[NH:42][C:38]=1[S:37][CH2:2][CH2:3][N:4]1[CH2:9][CH2:8][N:7]([CH2:10][C:11]([NH:13][C:14]2[C:15]([S:23][CH3:24])=[N:16][C:17]([CH3:22])=[CH:18][C:19]=2[S:20][CH3:21])=[O:12])[CH2:6][CH2:5]1. The yield is 0.392. (3) The reactants are [N:1]([CH:4]([CH2:9][CH2:10][CH2:11][CH2:12][NH:13][C:14]([O:16][CH2:17][C:18]1[CH:23]=[CH:22][CH:21]=[CH:20][CH:19]=1)=[O:15])[C:5]([O:7][CH3:8])=[O:6])=[N+:2]=[N-].C1(P(C2C=CC=CC=2)CCC(ON2C(=O)CCC2=O)=O)C=CC=CC=1.C([O-])(O)=O.[Na+]. The catalyst is C1COCC1.O.[Na+].[Cl-]. The product is [CH2:17]([O:16][C:14]([NH:13][CH2:12][CH2:11][CH2:10][CH2:9][C:4](=[N+:1]=[N-:2])[C:5]([O:7][CH3:8])=[O:6])=[O:15])[C:18]1[CH:19]=[CH:20][CH:21]=[CH:22][CH:23]=1. The yield is 0.760. (4) The reactants are [Cl:1][C:2]1[CH:7]=[CH:6][C:5]([C:8]([NH2:11])([CH3:10])[CH3:9])=[CH:4][CH:3]=1.CN(C(ON1N=NC2C=CC=NC1=2)=[N+](C)C)C.F[P-](F)(F)(F)(F)F.CCN(C(C)C)C(C)C.[F:45][C:46]1[CH:51]=[CH:50][C:49]([C:52]2[O:53][C:54]3[CH:64]=[CH:63][C:62]([C:65]4[CH:66]=[C:67]([CH:71]=[CH:72][CH:73]=4)[C:68](O)=[O:69])=[CH:61][C:55]=3[C:56]=2[C:57](=[O:60])[NH:58][CH3:59])=[CH:48][CH:47]=1. The catalyst is CN(C=O)C.CCOC(C)=O. The product is [Cl:1][C:2]1[CH:3]=[CH:4][C:5]([C:8]([NH:11][C:68]([C:67]2[CH:66]=[C:65]([C:62]3[CH:63]=[CH:64][C:54]4[O:53][C:52]([C:49]5[CH:50]=[CH:51][C:46]([F:45])=[CH:47][CH:48]=5)=[C:56]([C:57]([NH:58][CH3:59])=[O:60])[C:55]=4[CH:61]=3)[CH:73]=[CH:72][CH:71]=2)=[O:69])([CH3:9])[CH3:10])=[CH:6][CH:7]=1. The yield is 0.570. (5) The reactants are CO[C:3]1[N:8]=[N:7][C:6]([C:9]([OH:11])=[O:10])=[CH:5][CH:4]=1.S(Cl)([Cl:14])=O. No catalyst specified. The product is [Cl:14][C:3]1[N:8]=[N:7][C:6]([C:9]([OH:11])=[O:10])=[CH:5][CH:4]=1. The yield is 1.00. (6) The reactants are [C:1](Cl)(=[O:3])[CH3:2].[NH2:5][C:6]1[CH:11]=[C:10]([Cl:12])[CH:9]=[CH:8][C:7]=1[CH:13]([N:15]1[C:21](=[O:22])[C:20]2[CH:23]=[C:24]([I:27])[CH:25]=[CH:26][C:19]=2[NH:18][C:17](=[O:28])[CH:16]1[C:29]1[CH:34]=[CH:33][C:32]([Cl:35])=[CH:31][CH:30]=1)[CH3:14].C(N(CC)CC)C. The catalyst is O1CCCC1.C(Cl)(Cl)Cl. The product is [C:1]([NH:5][C:6]1[CH:11]=[C:10]([Cl:12])[CH:9]=[CH:8][C:7]=1[CH:13]([N:15]1[C:21](=[O:22])[C:20]2[CH:23]=[C:24]([I:27])[CH:25]=[CH:26][C:19]=2[NH:18][C:17](=[O:28])[CH:16]1[C:29]1[CH:30]=[CH:31][C:32]([Cl:35])=[CH:33][CH:34]=1)[CH3:14])(=[O:3])[CH3:2]. The yield is 0.450.